Dataset: Reaction yield outcomes from USPTO patents with 853,638 reactions. Task: Predict the reaction yield, written as a fraction of the theoretical maximum amount of product (1.0 means a 100% yield; for example, 0.34 means a 34% yield). The reactants are N1N[N:3]=[N:4][C:5]=1[C:6]1[CH:7]=[N:8][C:9]2[C:14]([CH:15]=1)=[CH:13][CH:12]=[CH:11][CH:10]=2.[N:16]1[CH:21]=[CH:20][CH:19]=[CH:18][CH:17]=1.[C:22](Cl)(=[O:32])[C:23]1[CH:31]=[CH:30][CH:29]=[C:25]([C:26](Cl)=[O:27])[CH:24]=1.O. The catalyst is CCCCCC.C(Cl)(Cl)Cl. The product is [N:16]1[C:21]2[C:20](=[CH:7][CH:6]=[CH:15][CH:14]=2)[CH:19]=[C:18]([C:5]2[O:32][C:22]([C:23]3[CH:31]=[CH:30][CH:29]=[C:25]([C:26]4[O:27][C:5]([C:6]5[CH:7]=[N:8][C:9]6[C:14]([CH:15]=5)=[CH:13][CH:12]=[CH:11][CH:10]=6)=[N:4][N:3]=4)[CH:24]=3)=[N:3][N:4]=2)[CH:17]=1. The yield is 0.820.